This data is from Reaction yield outcomes from USPTO patents with 853,638 reactions. The task is: Predict the reaction yield, written as a fraction of the theoretical maximum amount of product (1.0 means a 100% yield; for example, 0.34 means a 34% yield). (1) The reactants are [Cl:1][C:2]1[CH:7]=[C:6]([NH:8][C:9]2[CH:10]=[C:11]([CH:15]=[CH:16][CH:17]=2)C(O)=O)[C:5]([Cl:18])=[CH:4][N:3]=1.Cl.CN(C)CCCN=C=NCC.[OH:31][C:32]1C2N=NNC=2C=CC=1.Cl.[O:42]([NH2:44])[CH3:43].C(N(C(C)C)CC)(C)C. The catalyst is CN(C)C=O. The product is [Cl:1][C:2]1[CH:7]=[C:6]([NH:8][C:9]2[CH:17]=[CH:16][CH:15]=[CH:11][C:10]=2[C:32]([NH:44][O:42][CH3:43])=[O:31])[C:5]([Cl:18])=[CH:4][N:3]=1. The yield is 0.770. (2) The yield is 0.765. The reactants are [O:1]=[C:2]([N:6]1[CH2:10][CH2:9][CH2:8][CH:7]1[C:11](=[O:29])[CH:12]([CH2:21][CH2:22][C:23]1[CH:28]=[CH:27][CH:26]=[CH:25][CH:24]=1)[CH2:13][CH2:14][C:15]1[CH:20]=[CH:19][CH:18]=[CH:17][CH:16]=1)[C:3]([OH:5])=O.[CH3:30][C:31]([Mg]Cl)([CH3:34])[CH2:32][CH3:33].[Cl-].[NH4+]. The product is [CH3:30][C:31]([CH3:34])([CH2:32][CH3:33])[C:3](=[O:5])[C:2]([N:6]1[CH2:10][CH2:9][CH2:8][CH:7]1[C:11](=[O:29])[CH:12]([CH2:13][CH2:14][C:15]1[CH:20]=[CH:19][CH:18]=[CH:17][CH:16]=1)[CH2:21][CH2:22][C:23]1[CH:24]=[CH:25][CH:26]=[CH:27][CH:28]=1)=[O:1]. The catalyst is C1COCC1. (3) The reactants are [C:1]([N:4]1[C:12]2[C:7](=[CH:8][CH:9]=[CH:10][CH:11]=2)[C:6](=O)[CH2:5]1)(=[O:3])[CH3:2].[CH3:14][C:15]1([CH3:23])[CH2:20][C:19](=[O:21])[CH2:18][C:17](=[O:22])[CH2:16]1.C(N(CC)CC)C. The catalyst is C(O)(=O)C. The product is [C:1]([N:4]1[C:12]2[C:7](=[CH:8][CH:9]=[CH:10][CH:11]=2)[C:6]([CH:18]2[C:19](=[O:21])[CH2:20][C:15]([CH3:23])([CH3:14])[CH2:16][C:17]2=[O:22])=[CH:5]1)(=[O:3])[CH3:2]. The yield is 0.760. (4) The reactants are [F:1][C:2]1[CH:15]=[C:14]([N+:16]([O-:18])=[O:17])[CH:13]=[CH:12][C:3]=1[O:4][C:5]1[N:10]=[CH:9][N:8]=[C:7]([NH2:11])[CH:6]=1.[CH2:19]([N:21]([CH2:24][CH3:25])[CH2:22]C)[CH3:20].ClC(OC1C=CC=CC=1)=[O:28].N1CCCC1. The catalyst is O1CCCC1.[Cl-].[NH4+].ClCCl. The product is [F:1][C:2]1[CH:15]=[C:14]([N+:16]([O-:18])=[O:17])[CH:13]=[CH:12][C:3]=1[O:4][C:5]1[N:10]=[CH:9][N:8]=[C:7]([NH:11][C:22]([N:21]2[CH2:24][CH2:25][CH2:20][CH2:19]2)=[O:28])[CH:6]=1. The yield is 0.430. (5) The yield is 0.150. The reactants are [NH2:1][C:2]1[CH:10]=[CH:9][CH:8]=[C:7]([O:11][CH3:12])[C:3]=1[C:4]([OH:6])=[O:5].[C:13]1([C:19](=[CH2:22])[CH:20]=O)[CH:18]=[CH:17][CH:16]=[CH:15][CH:14]=1. The product is [CH3:12][O:11][C:7]1[C:3]([C:4]([OH:6])=[O:5])=[C:2]2[C:10]([CH:20]=[C:19]([C:13]3[CH:18]=[CH:17][CH:16]=[CH:15][CH:14]=3)[CH:22]=[N:1]2)=[CH:9][CH:8]=1. The catalyst is O1CCOCC1. (6) The reactants are [CH:1]1([C@@H:7]2[NH:12][C:11](=[O:13])[C@H:10]([CH2:14][CH:15]([CH3:17])[CH3:16])[NH:9][CH2:8]2)[CH2:6][CH2:5][CH2:4][CH2:3][CH2:2]1.[F:18][C:19]1[CH:20]=[C:21]([C:26]2[O:30][N:29]=[C:28]([C:31](O)=[O:32])[CH:27]=2)[CH:22]=[CH:23][C:24]=1[F:25].C([C@@H]1N(C(=O)/C=C/C2C=CC=CC=2)C[C@H](CC(C)C)NC1=O)C(C)C. No catalyst specified. The product is [CH:1]1([C@@H:7]2[NH:12][C:11](=[O:13])[C@H:10]([CH2:14][CH:15]([CH3:17])[CH3:16])[N:9]([C:31]([C:28]3[CH:27]=[C:26]([C:21]4[CH:22]=[CH:23][C:24]([F:25])=[C:19]([F:18])[CH:20]=4)[O:30][N:29]=3)=[O:32])[CH2:8]2)[CH2:2][CH2:3][CH2:4][CH2:5][CH2:6]1. The yield is 0.410. (7) The reactants are C(NC(C)C)(C)C.C([Li])CCC.[CH:13]1([NH:18][C:19]2[N:24]=[C:23]([C:25]3[C:26]([C:44]4[CH:49]=[CH:48][C:47]([F:50])=[CH:46][CH:45]=4)=[N:27][N:28]4[CH:33]=[C:32]([C:34]([O:41][CH2:42][CH3:43])([O:38][CH2:39][CH3:40])[O:35][CH2:36][CH3:37])[CH:31]=[CH:30][C:29]=34)[CH:22]=[CH:21][N:20]=2)[CH2:17][CH2:16][CH2:15][CH2:14]1.C(Cl)(Cl)(Cl)[Cl:52]. The catalyst is O1CCCC1. The product is [Cl:52][C:33]1[N:28]2[N:27]=[C:26]([C:44]3[CH:45]=[CH:46][C:47]([F:50])=[CH:48][CH:49]=3)[C:25]([C:23]3[CH:22]=[CH:21][N:20]=[C:19]([NH:18][CH:13]4[CH2:17][CH2:16][CH2:15][CH2:14]4)[N:24]=3)=[C:29]2[CH:30]=[CH:31][C:32]=1[C:34]([O:41][CH2:42][CH3:43])([O:38][CH2:39][CH3:40])[O:35][CH2:36][CH3:37]. The yield is 0.460. (8) The reactants are Br.Br[C:3]1[CH:8]=[CH:7][N:6]=[CH:5][C:4]=1[C:9]([F:12])([F:11])[F:10].C([O-])(=[O:15])C.[K+].C(=O)([O-])[O-].[Na+].[Na+]. The catalyst is C(O)(=O)C.O. The product is [F:10][C:9]([F:12])([F:11])[C:4]1[CH:5]=[N:6][CH:7]=[CH:8][C:3]=1[OH:15]. The yield is 0.700.